This data is from Full USPTO retrosynthesis dataset with 1.9M reactions from patents (1976-2016). The task is: Predict the reactants needed to synthesize the given product. (1) Given the product [CH2:1]([O:3][C:4]([N:6]1[CH2:11][CH2:10][N:9]([C:12](=[O:43])[C@@H:13]([NH:19][C:20]([C:22]2[CH:26]=[C:25]([O:27][C:28]3([C:32]([OH:34])=[O:33])[CH2:31][CH2:30][CH2:29]3)[N:24]([C:37]3[CH:38]=[CH:39][CH:40]=[CH:41][CH:42]=3)[N:23]=2)=[O:21])[CH2:14][CH2:15][C:16]([OH:18])=[O:17])[CH2:8][CH2:7]1)=[O:5])[CH3:2], predict the reactants needed to synthesize it. The reactants are: [CH2:1]([O:3][C:4]([N:6]1[CH2:11][CH2:10][N:9]([C:12](=[O:43])[C@@H:13]([NH:19][C:20]([C:22]2[CH:26]=[C:25]([O:27][C:28]3([C:32]([O:34]CC)=[O:33])[CH2:31][CH2:30][CH2:29]3)[N:24]([C:37]3[CH:42]=[CH:41][CH:40]=[CH:39][CH:38]=3)[N:23]=2)=[O:21])[CH2:14][CH2:15][C:16]([OH:18])=[O:17])[CH2:8][CH2:7]1)=[O:5])[CH3:2].[OH-].[Na+].Cl. (2) Given the product [CH3:19][O:18][C:15]1[CH:16]=[CH:17][C:12]([CH2:11][N:8]2[C:9]3[C:5](=[CH:4][CH:3]=[C:2]([C:74]4[O:70][CH:71]=[N:72][CH:73]=4)[CH:10]=3)[C:6]([CH3:22])([CH3:21])[C:7]2=[O:20])=[CH:13][CH:14]=1, predict the reactants needed to synthesize it. The reactants are: Br[C:2]1[CH:10]=[C:9]2[C:5]([C:6]([CH3:22])([CH3:21])[C:7](=[O:20])[N:8]2[CH2:11][C:12]2[CH:17]=[CH:16][C:15]([O:18][CH3:19])=[CH:14][CH:13]=2)=[CH:4][CH:3]=1.C(P(C(C)(C)C)C1C(C)=C(C)C(C)=C(C)C=1C1C(C(C)C)=CC(C(C)C)=CC=1C(C)C)(C)(C)C.C(O)(=O)C(C)(C)C.C(=O)([O-])[O-].[K+].[K+].[O:70]1[CH:74]=[CH:73][N:72]=[CH:71]1. (3) Given the product [F:7][C:8]1[CH:9]=[CH:10][C:11]2[O:16][CH2:15][CH2:14][NH:13][C:12]=2[CH:18]=1, predict the reactants needed to synthesize it. The reactants are: [H-].[H-].[H-].[H-].[Li+].[Al+3].[F:7][C:8]1[CH:9]=[CH:10][C:11]2[O:16][CH2:15][C:14](=O)[NH:13][C:12]=2[CH:18]=1. (4) The reactants are: [CH3:1][O:2][C:3]1[CH:37]=[CH:36][C:6]([CH2:7][C@@H:8]([NH:28]C(=O)OC(C)(C)C)[C:9](=[O:27])[N:10]2[CH2:13][C:12]([O:21][CH2:22][CH2:23][CH2:24][CH2:25][CH3:26])([C:14]3[CH:19]=[CH:18][CH:17]=[CH:16][C:15]=3[CH3:20])[CH2:11]2)=[CH:5][CH:4]=1.[F:38][C:39]([F:44])([F:43])[C:40]([OH:42])=[O:41]. Given the product [F:38][C:39]([F:44])([F:43])[C:40]([OH:42])=[O:41].[NH2:28][C@H:8]([CH2:7][C:6]1[CH:5]=[CH:4][C:3]([O:2][CH3:1])=[CH:37][CH:36]=1)[C:9]([N:10]1[CH2:11][C:12]([O:21][CH2:22][CH2:23][CH2:24][CH2:25][CH3:26])([C:14]2[CH:19]=[CH:18][CH:17]=[CH:16][C:15]=2[CH3:20])[CH2:13]1)=[O:27], predict the reactants needed to synthesize it.